This data is from Full USPTO retrosynthesis dataset with 1.9M reactions from patents (1976-2016). The task is: Predict the reactants needed to synthesize the given product. (1) Given the product [OH:1][CH2:2][C:3]1[CH:8]=[CH:7][N:6]=[C:5]2[C:9]([C:28]3[CH:29]=[N:30][C:25]([O:24][CH3:23])=[CH:26][CH:27]=3)=[C:10]([C:12]3[CH:17]=[CH:16][N:15]=[C:14]([NH:18][C:19](=[O:21])[CH3:20])[CH:13]=3)[NH:11][C:4]=12, predict the reactants needed to synthesize it. The reactants are: [OH:1][CH2:2][C:3]1[CH:8]=[CH:7][N:6]=[C:5]2[C:9](I)=[C:10]([C:12]3[CH:17]=[CH:16][N:15]=[C:14]([NH:18][C:19](=[O:21])[CH3:20])[CH:13]=3)[NH:11][C:4]=12.[CH3:23][O:24][C:25]1[N:30]=[CH:29][C:28](B(O)O)=[CH:27][CH:26]=1.C([O-])([O-])=O.[Na+].[Na+]. (2) Given the product [ClH:17].[ClH:39].[NH2:1][C:2]1[CH:7]=[C:6]([C:8]2[CH:37]=[C:36]([Cl:38])[CH:35]=[CH:34][C:9]=2[O:10][C:11]2[C:16]([Cl:17])=[CH:15][C:14]([S:18]([NH:21][C:22]3[N:23]=[CH:24][C:25]([F:28])=[CH:26][N:27]=3)(=[O:20])=[O:19])=[C:13]([F:33])[CH:12]=2)[CH:5]=[CH:4][N:3]=1, predict the reactants needed to synthesize it. The reactants are: [NH2:1][C:2]1[CH:7]=[C:6]([C:8]2[CH:37]=[C:36]([Cl:38])[CH:35]=[CH:34][C:9]=2[O:10][C:11]2[C:16]([Cl:17])=[CH:15][C:14]([S:18]([N:21](COCC)[C:22]3[N:27]=[CH:26][C:25]([F:28])=[CH:24][N:23]=3)(=[O:20])=[O:19])=[C:13]([F:33])[CH:12]=2)[CH:5]=[CH:4][N:3]=1.[ClH:39].O. (3) The reactants are: [CH3:1][O:2][S:3]([C:5]1[CH:6]=[C:7]([C:11]2[CH:16]=[CH:15][C:14]([N+:17]([O-])=O)=[CH:13][C:12]=2[CH3:20])[CH:8]=[CH:9][CH:10]=1)=[O:4].[C:21](O[C:21]([O:23][C:24]([CH3:27])([CH3:26])[CH3:25])=[O:22])([O:23][C:24]([CH3:27])([CH3:26])[CH3:25])=[O:22]. Given the product [C:24]([O:23][C:21]([NH:17][C:14]1[CH:15]=[CH:16][C:11]([C:7]2[CH:8]=[CH:9][CH:10]=[C:5]([S:3]([O:2][CH3:1])=[O:4])[CH:6]=2)=[C:12]([CH3:20])[CH:13]=1)=[O:22])([CH3:27])([CH3:26])[CH3:25], predict the reactants needed to synthesize it. (4) Given the product [C:14]([C:7]1[C:6]([OH:16])=[C:5]([OH:4])[CH:10]=[C:9]([C:11]#[N:12])[C:8]=1[C:27]1[CH:28]=[CH:29][CH:30]=[C:25]([C:23]([N:22]([CH2:34][CH3:35])[CH2:20][CH3:21])=[O:24])[CH:26]=1)#[N:15], predict the reactants needed to synthesize it. The reactants are: C([O:4][C:5]1[CH:10]=[C:9]([C:11]#[N:12])[C:8](Br)=[C:7]([C:14]#[N:15])[C:6]=1[O:16]C(=O)C)(=O)C.[CH2:20]([N:22]([CH2:34][CH3:35])[C:23]([C:25]1[CH:26]=[C:27](B(O)O)[CH:28]=[CH:29][CH:30]=1)=[O:24])[CH3:21]. (5) Given the product [C:1]([CH2:3][C:4]1[CH:12]=[CH:11][C:7]([C:8]([OH:10])=[O:9])=[CH:6][CH:5]=1)(=[S:20])[NH2:2], predict the reactants needed to synthesize it. The reactants are: [C:1]([CH2:3][C:4]1[CH:12]=[CH:11][C:7]([C:8]([OH:10])=[O:9])=[CH:6][CH:5]=1)#[N:2].CCN(CC)CC.[SH2:20]. (6) Given the product [Cl:1][C:2]1[CH:3]=[C:4]([C:8]2[NH:17][N:16]=[C:10]([CH3:11])[C:9]=2[NH2:13])[CH:5]=[CH:6][CH:7]=1, predict the reactants needed to synthesize it. The reactants are: [Cl:1][C:2]1[CH:3]=[C:4]([C:8](=O)[C:9](=[N:13]O)[C:10](=O)[CH3:11])[CH:5]=[CH:6][CH:7]=1.[NH2:16][NH2:17]. (7) Given the product [Cl:31][C:32]1[CH:33]=[C:34]([NH:35][C:2]2[CH:3]=[C:4]([C:8]3[N:16]4[C:11]([CH:12]=[N:13][C:14]([NH:17][C:18]5[CH:23]=[C:22]([O:24][CH3:25])[C:21]([O:26][CH3:27])=[C:20]([O:28][CH3:29])[CH:19]=5)=[N:15]4)=[C:10]([CH3:30])[N:9]=3)[CH:5]=[CH:6][CH:7]=2)[CH:36]=[CH:37][C:38]=1[N:39]1[CH2:40][CH2:41][O:42][CH2:43][CH2:44]1, predict the reactants needed to synthesize it. The reactants are: Br[C:2]1[CH:3]=[C:4]([C:8]2[N:16]3[C:11]([CH:12]=[N:13][C:14]([NH:17][C:18]4[CH:23]=[C:22]([O:24][CH3:25])[C:21]([O:26][CH3:27])=[C:20]([O:28][CH3:29])[CH:19]=4)=[N:15]3)=[C:10]([CH3:30])[N:9]=2)[CH:5]=[CH:6][CH:7]=1.[Cl:31][C:32]1[CH:33]=[C:34]([CH:36]=[CH:37][C:38]=1[N:39]1[CH2:44][CH2:43][O:42][CH2:41][CH2:40]1)[NH2:35].C1C=CC(P(C2C=CC3C(=CC=CC=3)C=2C2C3C(=CC=CC=3)C=CC=2P(C2C=CC=CC=2)C2C=CC=CC=2)C2C=CC=CC=2)=CC=1.CC(C)([O-])C.[Na+]. (8) The reactants are: Br[C:2]1[CH:3]=[CH:4][C:5]([C:8]([F:11])([F:10])[F:9])=[N:6][CH:7]=1.[CH2:12]([CH:14]([N:17]1[CH2:22][CH2:21][N:20]([C:23]([C@H:25]2[CH2:29][CH2:28][NH:27][CH2:26]2)=[O:24])[CH2:19][CH2:18]1)[CH2:15][CH3:16])[CH3:13]. Given the product [CH2:12]([CH:14]([N:17]1[CH2:18][CH2:19][N:20]([C:23]([C@H:25]2[CH2:29][CH2:28][N:27]([C:2]3[CH:7]=[N:6][C:5]([C:8]([F:11])([F:10])[F:9])=[CH:4][CH:3]=3)[CH2:26]2)=[O:24])[CH2:21][CH2:22]1)[CH2:15][CH3:16])[CH3:13], predict the reactants needed to synthesize it. (9) Given the product [CH3:1][CH:2]([CH3:10])[CH2:3][CH2:4][CH2:5][CH2:6][CH2:7][CH2:8][OH:9], predict the reactants needed to synthesize it. The reactants are: [CH3:1][C:2]([CH3:10])=[CH:3][CH2:4][CH2:5][CH2:6][CH2:7][CH2:8][OH:9].